Dataset: Reaction yield outcomes from USPTO patents with 853,638 reactions. Task: Predict the reaction yield, written as a fraction of the theoretical maximum amount of product (1.0 means a 100% yield; for example, 0.34 means a 34% yield). (1) The reactants are [CH2:1]([O:8][C:9]1[CH:10]=[CH:11][C:12]([C@@H:20]([O:34][Si:35]([C:38]([CH3:41])([CH3:40])[CH3:39])([CH3:37])[CH3:36])[CH2:21][NH:22][CH2:23][C:24]2[CH:33]=[CH:32][C:27]([C:28]([O:30][CH3:31])=[O:29])=[CH:26][CH:25]=2)=[C:13]2[C:18]=1[NH:17][C:16](=[O:19])[CH:15]=[CH:14]2)[C:2]1[CH:7]=[CH:6][CH:5]=[CH:4][CH:3]=1.[C:42](O[C:42]([O:44][C:45]([CH3:48])([CH3:47])[CH3:46])=[O:43])([O:44][C:45]([CH3:48])([CH3:47])[CH3:46])=[O:43]. The catalyst is C(Cl)Cl. The product is [CH2:1]([O:8][C:9]1[CH:10]=[CH:11][C:12]([C@@H:20]([O:34][Si:35]([C:38]([CH3:41])([CH3:40])[CH3:39])([CH3:37])[CH3:36])[CH2:21][N:22]([CH2:23][C:24]2[CH:33]=[CH:32][C:27]([C:28]([O:30][CH3:31])=[O:29])=[CH:26][CH:25]=2)[C:42]([O:44][C:45]([CH3:48])([CH3:47])[CH3:46])=[O:43])=[C:13]2[C:18]=1[NH:17][C:16](=[O:19])[CH:15]=[CH:14]2)[C:2]1[CH:3]=[CH:4][CH:5]=[CH:6][CH:7]=1. The yield is 0.750. (2) The reactants are [Cl:1][C:2]1[CH:7]=[CH:6][C:5]([NH:8][C:9](=[O:15])[O:10][C:11]([CH3:14])([CH3:13])[CH3:12])=[C:4]([N+:16]([O-:18])=[O:17])[CH:3]=1.[H-].[Na+].CC1C=CC(S(O[CH2:32][CH2:33][CH2:34][S:35]([CH3:38])(=[O:37])=[O:36])(=O)=O)=CC=1.O. The catalyst is CN(C=O)C. The product is [Cl:1][C:2]1[CH:7]=[CH:6][C:5]([N:8]([CH2:32][CH2:33][CH2:34][S:35]([CH3:38])(=[O:37])=[O:36])[C:9](=[O:15])[O:10][C:11]([CH3:14])([CH3:13])[CH3:12])=[C:4]([N+:16]([O-:18])=[O:17])[CH:3]=1. The yield is 0.690. (3) The reactants are [Cl:1][C:2]1[C:3]([N:8]2[CH2:13][CH2:12][N:11]([CH2:14][C:15]3[CH:16]=[N:17][N:18]([CH3:21])[C:19]=3[CH3:20])[CH2:10][CH2:9]2)=[N:4][CH:5]=[CH:6][N:7]=1.C(=O)([O-])[O-].[K+].[K+].[CH3:28][C:29]([C:33]1[CH:38]=[CH:37][C:36](B2OC(C)(C)C(C)(C)O2)=[CH:35][CH:34]=1)([CH3:32])[C:30]#[N:31].O. The catalyst is CN(C)C(=O)C.C1C=CC([P]([Pd]([P](C2C=CC=CC=2)(C2C=CC=CC=2)C2C=CC=CC=2)([P](C2C=CC=CC=2)(C2C=CC=CC=2)C2C=CC=CC=2)[P](C2C=CC=CC=2)(C2C=CC=CC=2)C2C=CC=CC=2)(C2C=CC=CC=2)C2C=CC=CC=2)=CC=1. The product is [ClH:1].[CH3:21][N:18]1[C:19]([CH3:20])=[C:15]([CH2:14][N:11]2[CH2:12][CH2:13][N:8]([C:3]3[C:2]([C:36]4[CH:37]=[CH:38][C:33]([C:29]([CH3:32])([CH3:28])[C:30]#[N:31])=[CH:34][CH:35]=4)=[N:7][CH:6]=[CH:5][N:4]=3)[CH2:9][CH2:10]2)[CH:16]=[N:17]1. The yield is 0.350. (4) The reactants are [C:1]([CH:4]([CH2:9][C:10]([O:12][CH3:13])=[O:11])[C:5]([O:7]C)=O)(=O)[CH3:2].[NH:14]1[C:22]2[C:17](=[CH:18][CH:19]=[CH:20][CH:21]=2)[C:16]([NH2:23])=[N:15]1. The catalyst is C1(C)C=CC=CC=1. The product is [OH:7][C:5]1[N:15]2[N:14]=[C:22]3[C:17]([CH:18]=[CH:19][CH:20]=[CH:21]3)=[C:16]2[N:23]=[C:1]([CH3:2])[C:4]=1[CH2:9][C:10]([O:12][CH3:13])=[O:11]. The yield is 0.670. (5) The reactants are [N+:1]([C:4]1[CH:10]=[CH:9][C:7]([NH2:8])=[CH:6][CH:5]=1)([O-:3])=[O:2].[Br:11]Br. The catalyst is CC(O)=O. The product is [Br:11][C:9]1[CH:10]=[C:4]([N+:1]([O-:3])=[O:2])[CH:5]=[CH:6][C:7]=1[NH2:8]. The yield is 0.720.